From a dataset of Catalyst prediction with 721,799 reactions and 888 catalyst types from USPTO. Predict which catalyst facilitates the given reaction. (1) Reactant: [F:1][C:2]([F:37])([F:36])[C:3]1[CH:8]=[CH:7][C:6](/[CH:9]=[CH:10]/[C:11]2[O:12][CH:13]=[C:14]([CH2:16][O:17][C:18]3[CH:23]=[CH:22][C:21]([CH2:24][CH2:25][CH2:26][CH2:27][N:28]4[CH:32]=[CH:31][N:30]=[C:29]4[CH2:33][CH2:34]O)=[CH:20][CH:19]=3)[N:15]=2)=[CH:5][CH:4]=1.[CH3:38][S:39](Cl)(=O)=O.C[S-].[Na+]. Product: [CH3:38][S:39][CH2:34][CH2:33][C:29]1[N:28]([CH2:27][CH2:26][CH2:25][CH2:24][C:21]2[CH:22]=[CH:23][C:18]([O:17][CH2:16][C:14]3[N:15]=[C:11](/[CH:10]=[CH:9]/[C:6]4[CH:7]=[CH:8][C:3]([C:2]([F:37])([F:36])[F:1])=[CH:4][CH:5]=4)[O:12][CH:13]=3)=[CH:19][CH:20]=2)[CH:32]=[CH:31][N:30]=1. The catalyst class is: 66. (2) Reactant: [Br:1][C:2]1[CH:3]=[C:4]([N+:9]([O-])=O)[C:5]([Cl:8])=[N:6][CH:7]=1. Product: [Br:1][C:2]1[CH:3]=[C:4]([NH2:9])[C:5]([Cl:8])=[N:6][CH:7]=1. The catalyst class is: 94. (3) Reactant: [Br:1][C:2]1[CH:3]=[C:4]([CH2:14][O:15][C:16]2[CH:21]=[CH:20][C:19]([N+:22]([O-])=O)=[CH:18][CH:17]=2)[C:5]([O:12][CH3:13])=[C:6]([C:8]([CH3:11])([CH3:10])[CH3:9])[CH:7]=1.[NH4+].[Cl-]. Product: [Br:1][C:2]1[CH:7]=[C:6]([C:8]([CH3:11])([CH3:10])[CH3:9])[C:5]([O:12][CH3:13])=[C:4]([CH:3]=1)[CH2:14][O:15][C:16]1[CH:17]=[CH:18][C:19]([NH2:22])=[CH:20][CH:21]=1. The catalyst class is: 406. (4) Reactant: [CH2:1]([N:5]1[C:13]2[C:8](=[N:9][C:10]([Cl:15])=[N:11][C:12]=2[Cl:14])[NH:7][C:6]1=[O:16])[C:2]#[C:3][CH3:4].Cl[CH2:18][O:19][C:20](=[O:25])[C:21]([CH3:24])([CH3:23])[CH3:22].C(=O)([O-])[O-].[K+].[K+].[Cl-].[NH4+]. Product: [CH2:1]([N:5]1[C:13]2[C:8](=[N:9][C:10]([Cl:15])=[N:11][C:12]=2[Cl:14])[N:7]([CH2:18][O:19][C:20](=[O:25])[C:21]([CH3:24])([CH3:23])[CH3:22])[C:6]1=[O:16])[C:2]#[C:3][CH3:4]. The catalyst class is: 9. (5) Reactant: [Cl-].O[NH3+:3].[C:4](=[O:7])([O-])[OH:5].[Na+].CS(C)=O.[OH:13][CH:14]([C:16]1[CH:21]=[CH:20][C:19]([N:22]2[C:27](=[O:28])[C:26]([CH2:29][C:30]3[CH:35]=[CH:34][C:33]([C:36]4[C:37]([C:42]#[N:43])=[CH:38][CH:39]=[CH:40][CH:41]=4)=[CH:32][CH:31]=3)=[C:25]([CH2:44][CH2:45][CH3:46])[N:24]=[C:23]2[CH3:47])=[CH:18][CH:17]=1)[CH3:15]. Product: [OH:13][CH:14]([C:16]1[CH:21]=[CH:20][C:19]([N:22]2[C:27](=[O:28])[C:26]([CH2:29][C:30]3[CH:35]=[CH:34][C:33]([C:36]4[CH:41]=[CH:40][CH:39]=[CH:38][C:37]=4[C:42]4[NH:3][C:4](=[O:7])[O:5][N:43]=4)=[CH:32][CH:31]=3)=[C:25]([CH2:44][CH2:45][CH3:46])[N:24]=[C:23]2[CH3:47])=[CH:18][CH:17]=1)[CH3:15]. The catalyst class is: 69. (6) Reactant: [CH3:1][O:2][C:3](=[O:25])[C:4]1[CH:9]=[CH:8][C:7]([O:10][CH2:11][C:12]2[C:13]([C:19]3[CH:24]=[CH:23][CH:22]=[CH:21][CH:20]=3)=[N:14][O:15][C:16]=2[CH:17]=[O:18])=[N:6][CH:5]=1.[BH4-].[Na+]. Product: [CH3:1][O:2][C:3](=[O:25])[C:4]1[CH:9]=[CH:8][C:7]([O:10][CH2:11][C:12]2[C:13]([C:19]3[CH:24]=[CH:23][CH:22]=[CH:21][CH:20]=3)=[N:14][O:15][C:16]=2[CH2:17][OH:18])=[N:6][CH:5]=1. The catalyst class is: 5. (7) Reactant: [Cl:1][C:2]1[CH:7]=[CH:6][C:5]([C:8]2[C:9](=[O:24])[N:10]([CH2:18][C:19]([O:21]CC)=[O:20])[C:11]3([CH2:17][CH2:16][O:15][CH2:14][CH2:13]3)[N:12]=2)=[CH:4][CH:3]=1.[OH-].[Na+]. Product: [Cl:1][C:2]1[CH:7]=[CH:6][C:5]([C:8]2[C:9](=[O:24])[N:10]([CH2:18][C:19]([OH:21])=[O:20])[C:11]3([CH2:17][CH2:16][O:15][CH2:14][CH2:13]3)[N:12]=2)=[CH:4][CH:3]=1. The catalyst class is: 40.